Predict the reactants needed to synthesize the given product. From a dataset of Full USPTO retrosynthesis dataset with 1.9M reactions from patents (1976-2016). (1) Given the product [C:19]([O:23][C:24](=[O:33])[C:25]1[CH:26]=[CH:27][C:28]([CH2:31][N:8]2[C:9](=[O:10])[C:4]3[CH:3]=[C:2]([Cl:1])[N:12]=[CH:11][C:5]=3[N:6]=[CH:7]2)=[CH:29][CH:30]=1)([CH3:22])([CH3:21])[CH3:20], predict the reactants needed to synthesize it. The reactants are: [Cl:1][C:2]1[N:12]=[CH:11][C:5]2[N:6]=[CH:7][NH:8][C:9](=[O:10])[C:4]=2[CH:3]=1.C([O-])([O-])=O.[Cs+].[Cs+].[C:19]([O:23][C:24](=[O:33])[C:25]1[CH:30]=[CH:29][C:28]([CH2:31]Br)=[CH:27][CH:26]=1)([CH3:22])([CH3:21])[CH3:20].C(O)(C(F)(F)F)=O. (2) Given the product [CH3:31][N:26]1[CH2:27][CH2:28][CH2:29][CH2:30][C@H:25]1[C:22]1[N:20]2[CH:21]=[C:16]([O:14][C@H:7]3[C:8]4[C:13](=[CH:12][CH:11]=[CH:10][CH:9]=4)[C@@H:4]([NH2:3])[CH2:5][CH2:6]3)[CH:17]=[CH:18][C:19]2=[N:24][N:23]=1, predict the reactants needed to synthesize it. The reactants are: [H-].[Na+].[NH2:3][C@@H:4]1[C:13]2[C:8](=[CH:9][CH:10]=[CH:11][CH:12]=2)[C@H:7]([OH:14])[CH2:6][CH2:5]1.F[C:16]1[CH:17]=[CH:18][C:19]2[N:20]([C:22]([C@@H:25]3[CH2:30][CH2:29][CH2:28][CH2:27][N:26]3[CH3:31])=[N:23][N:24]=2)[CH:21]=1. (3) Given the product [Br:12][C:13]1[C:14]([CH3:20])=[CH:15][C:16]([NH:17][C:4](=[O:5])[C:3]2[C:2]([F:1])=[CH:10][CH:9]=[CH:8][C:7]=2[F:11])=[N:21][CH:19]=1, predict the reactants needed to synthesize it. The reactants are: [F:1][C:2]1[CH:10]=[CH:9][CH:8]=[C:7]([F:11])[C:3]=1[C:4](Cl)=[O:5].[Br:12][C:13]1[CH:19]=C[C:16]([NH2:17])=[CH:15][C:14]=1[CH3:20].[N:21]1C=CC=CC=1.O. (4) Given the product [OH:1][NH:2][C:16](=[O:17])[CH2:15][CH2:14][CH2:13][CH2:12][CH2:11][CH:10]=[C:9]([C:21]1[CH:26]=[CH:25][CH:24]=[CH:23][N:22]=1)[C:4]1[CH:5]=[CH:6][CH:7]=[CH:8][N:3]=1, predict the reactants needed to synthesize it. The reactants are: [OH:1][NH2:2].[N:3]1[CH:8]=[CH:7][CH:6]=[CH:5][C:4]=1[CH:9]([C:21]1[CH:26]=[CH:25][CH:24]=[CH:23][N:22]=1)[CH2:10][CH2:11][CH2:12][CH2:13][CH2:14][CH2:15][C:16](OCC)=[O:17]. (5) The reactants are: [CH2:1]([NH:5][C:6]1[N:7]=[CH:8][C:9]2[N:14]([C:15]3[CH:20]=[CH:19][C:18]([CH2:21][N:22]4[CH2:27][CH2:26][O:25][CH2:24][CH2:23]4)=[CH:17][CH:16]=3)[CH:13]=[C:12]([CH:28]3[CH2:33][CH2:32][CH:31]([O:34][Si](C(C)(C)C)(C)C)[CH2:30][CH2:29]3)[C:10]=2[N:11]=1)[CH2:2][CH2:3][CH3:4].Cl. Given the product [CH2:1]([NH:5][C:6]1[N:7]=[CH:8][C:9]2[N:14]([C:15]3[CH:20]=[CH:19][C:18]([CH2:21][N:22]4[CH2:27][CH2:26][O:25][CH2:24][CH2:23]4)=[CH:17][CH:16]=3)[CH:13]=[C:12]([CH:28]3[CH2:29][CH2:30][CH:31]([OH:34])[CH2:32][CH2:33]3)[C:10]=2[N:11]=1)[CH2:2][CH2:3][CH3:4], predict the reactants needed to synthesize it.